From a dataset of Peptide-MHC class I binding affinity with 185,985 pairs from IEDB/IMGT. Regression. Given a peptide amino acid sequence and an MHC pseudo amino acid sequence, predict their binding affinity value. This is MHC class I binding data. (1) The peptide sequence is RKMPHLFSK. The MHC is HLA-B51:01 with pseudo-sequence HLA-B51:01. The binding affinity (normalized) is 0.0847. (2) The peptide sequence is ESTINLLPY. The MHC is HLA-B48:01 with pseudo-sequence HLA-B48:01. The binding affinity (normalized) is 0.0847. (3) The peptide sequence is LLKNMKQCT. The MHC is HLA-A68:02 with pseudo-sequence HLA-A68:02. The binding affinity (normalized) is 0. (4) The peptide sequence is ISLNSMYTR. The MHC is HLA-A33:01 with pseudo-sequence HLA-A33:01. The binding affinity (normalized) is 0.589. (5) The binding affinity (normalized) is 0. The peptide sequence is GENAVIPKG. The MHC is HLA-B18:01 with pseudo-sequence HLA-B18:01.